The task is: Predict the reaction yield, written as a fraction of the theoretical maximum amount of product (1.0 means a 100% yield; for example, 0.34 means a 34% yield).. This data is from Reaction yield outcomes from USPTO patents with 853,638 reactions. (1) The yield is 0.890. The catalyst is C1COCC1. The product is [CH3:1][N:2]([CH2:3][CH2:4][C:5]1[C:6]2[CH:12]=[CH:11][S:10][C:7]=2[NH:8][CH:9]=1)[CH3:14]. The reactants are [CH3:1][N:2]([CH3:14])[C:3](=O)[CH2:4][C:5]1[C:6]2[CH:12]=[CH:11][S:10][C:7]=2[NH:8][CH:9]=1. (2) The reactants are [OH:1][CH2:2][CH2:3][N:4]1[CH2:9][CH2:8][O:7][CH2:6][CH2:5]1.[H-].[Na+].[Cl:12][C:13]1[CH:18]=[C:17]([N+]([O-])=O)[CH:16]=[CH:15][N:14]=1. The catalyst is CN(C=O)C. The product is [Cl:12][C:13]1[CH:18]=[C:17]([O:1][CH2:2][CH2:3][N:4]2[CH2:9][CH2:8][O:7][CH2:6][CH2:5]2)[CH:16]=[CH:15][N:14]=1. The yield is 0.330. (3) The reactants are [C:1]([O:5][C:6](=[O:32])[NH:7][CH:8]1[CH2:13][CH2:12][N:11]([C:14]2[N:15]([CH3:31])[C:16](=[O:30])[C:17](Cl)=[C:18]([C:20]3[CH:25]=[CH:24][C:23]([C:26]#[N:27])=[C:22]([F:28])[CH:21]=3)[N:19]=2)[CH2:10][CH2:9]1)([CH3:4])([CH3:3])[CH3:2].[O:33]1[C:37]2[CH:38]=[CH:39][C:40](B(O)O)=[CH:41][C:36]=2[CH:35]=[CH:34]1.C([O-])([O-])=O.[Na+].[Na+]. The catalyst is O1CCOCC1.O.C1C=CC([P]([Pd]([P](C2C=CC=CC=2)(C2C=CC=CC=2)C2C=CC=CC=2)([P](C2C=CC=CC=2)(C2C=CC=CC=2)C2C=CC=CC=2)[P](C2C=CC=CC=2)(C2C=CC=CC=2)C2C=CC=CC=2)(C2C=CC=CC=2)C2C=CC=CC=2)=CC=1. The product is [C:1]([O:5][C:6](=[O:32])[NH:7][CH:8]1[CH2:13][CH2:12][N:11]([C:14]2[N:15]([CH3:31])[C:16](=[O:30])[C:17]([C:40]3[CH:41]=[CH:36][C:35]4[C:39]=3[CH:38]=[CH:37][O:33][CH:34]=4)=[C:18]([C:20]3[CH:25]=[CH:24][C:23]([C:26]#[N:27])=[C:22]([F:28])[CH:21]=3)[N:19]=2)[CH2:10][CH2:9]1)([CH3:4])([CH3:3])[CH3:2]. The yield is 0.420. (4) The reactants are [CH3:1][C:2]1[O:3][C:4]([C:8]2[C:9]([O:16]C)=[N:10][C:11]([O:14]C)=[N:12][CH:13]=2)=[C:5]([CH3:7])[N:6]=1. The catalyst is CO. The product is [CH3:1][C:2]1[O:3][C:4]([C:8]2[C:9](=[O:16])[NH:10][C:11](=[O:14])[NH:12][CH:13]=2)=[C:5]([CH3:7])[N:6]=1. The yield is 0.920. (5) The reactants are [C:1]([NH:4][C:5]1[CH:13]=[CH:12][C:8]([C:9]([OH:11])=O)=[CH:7][C:6]=1[Cl:14])(=[O:3])[CH3:2].[C:15]([O:19][C:20]([CH:22]1[CH2:26][CH2:25][CH2:24][N:23]1[C:27](=[O:41])[CH:28]([NH:30]C(=O)C1C=CC(N)=C(Cl)C=1)[CH3:29])=[O:21])([CH3:18])([CH3:17])[CH3:16]. No catalyst specified. The product is [C:15]([O:19][C:20]([CH:22]1[CH2:26][CH2:25][CH2:24][N:23]1[C:27](=[O:41])[CH:28]([NH:30][C:9](=[O:11])[C:8]1[CH:12]=[CH:13][C:5]([NH:4][C:1](=[O:3])[CH3:2])=[C:6]([Cl:14])[CH:7]=1)[CH3:29])=[O:21])([CH3:17])([CH3:16])[CH3:18]. The yield is 0.770. (6) The reactants are ClC(OC1C=CC([N+]([O-])=O)=CC=1)=O.[CH3:14][C:15]1[CH:20]=C(NC)[CH:18]=[CH:17][C:16]=1/[CH:23]=[CH:24]/[S:25]([N:28]1[CH2:49][CH2:48][C:31]2([N:35]=[C:34]([C:36]3[CH:41]=[CH:40][CH:39]=[C:38]([O:42][C:43]([F:46])([F:45])[F:44])[CH:37]=3)[NH:33][C:32]2=[O:47])[CH2:30][CH2:29]1)(=[O:27])=[O:26].[CH3:50][N:51]([CH3:55])[CH2:52][CH2:53][NH2:54].C[C:57]([N:59]([CH3:61])[CH3:60])=[O:58]. The catalyst is C1COCC1. The product is [CH3:50][N:51]([CH3:55])[CH2:52][CH2:53][NH:54][C:57](=[O:58])[N:59]([CH3:61])[C:60]1[CH:18]=[CH:17][C:16](/[CH:23]=[CH:24]/[S:25]([N:28]2[CH2:29][CH2:30][C:31]3([N:35]=[C:34]([C:36]4[CH:41]=[CH:40][CH:39]=[C:38]([O:42][C:43]([F:45])([F:44])[F:46])[CH:37]=4)[NH:33][C:32]3=[O:47])[CH2:48][CH2:49]2)(=[O:26])=[O:27])=[C:15]([CH3:20])[CH:14]=1. The yield is 0.660.